Task: Predict the reactants needed to synthesize the given product.. Dataset: Full USPTO retrosynthesis dataset with 1.9M reactions from patents (1976-2016) (1) Given the product [CH3:27][O:28][C:29](=[O:49])[CH2:30][N:31]1[C:39]2[C:34](=[CH:35][CH:36]=[CH:37][CH:38]=2)[C:33]([C:40]2[CH:45]=[CH:44][C:43]([Cl:46])=[CH:42][C:41]=2[OH:47])([CH2:5][OH:16])[C:32]1=[O:48], predict the reactants needed to synthesize it. The reactants are: BrC1C=CC=C2C=1C(C1C(O)=CC3OCOC=3C=1)[C:5](=[O:16])N2CCCCC.[CH3:27][O:28][C:29](=[O:49])[CH2:30][N:31]1[C:39]2[C:34](=[CH:35][CH:36]=[CH:37][CH:38]=2)[CH:33]([C:40]2[CH:45]=[CH:44][C:43]([Cl:46])=[CH:42][C:41]=2[OH:47])[C:32]1=[O:48]. (2) Given the product [Si:5]([O:19][C:16]1[CH:17]=[C:18]2[C:13]([CH:12]=[CH:11][C:10]([OH:20])=[CH:9]2)=[CH:14][CH:15]=1)([C:2]([CH3:4])([CH3:3])[CH3:1])([CH3:7])[CH3:6], predict the reactants needed to synthesize it. The reactants are: [CH3:1][C:2]([Si:5](Cl)([CH3:7])[CH3:6])([CH3:4])[CH3:3].[CH:9]1[C:18]2[C:13](=[CH:14][CH:15]=[C:16]([OH:19])[CH:17]=2)[CH:12]=[CH:11][C:10]=1[OH:20].N1C=CN=C1.O. (3) Given the product [CH:18]1([CH2:21][CH2:22][NH:23][C:14]([C:10]2[S:9][C:8]([N:5]3[CH:6]=[CH:7][C:2]([OH:1])=[CH:3][C:4]3=[O:17])=[N:12][C:11]=2[CH3:13])=[O:16])[CH2:20][CH2:19]1, predict the reactants needed to synthesize it. The reactants are: [OH:1][C:2]1[CH:7]=[CH:6][N:5]([C:8]2[S:9][C:10]([C:14]([OH:16])=O)=[C:11]([CH3:13])[N:12]=2)[C:4](=[O:17])[CH:3]=1.[CH:18]1([CH2:21][CH2:22][NH2:23])[CH2:20][CH2:19]1. (4) Given the product [Cl:16][CH2:17][CH2:18][CH2:19][CH2:20][CH2:21][CH2:22][CH2:23][CH2:24][O:1][C:2]1[CH:7]=[CH:6][C:5](/[CH:8]=[CH:9]/[C:10]([O:12][CH3:13])=[O:11])=[CH:4][C:3]=1[O:14][CH3:15], predict the reactants needed to synthesize it. The reactants are: [OH:1][C:2]1[CH:7]=[CH:6][C:5](/[CH:8]=[CH:9]/[C:10]([O:12][CH3:13])=[O:11])=[CH:4][C:3]=1[O:14][CH3:15].[Cl:16][CH2:17][CH2:18][CH2:19][CH2:20][CH2:21][CH2:22][CH2:23][CH2:24]O.C1(P(C2C=CC=CC=2)C2C=CC=CC=2)C=CC=CC=1.C(OC(N=NC(OCC)=O)=O)C.